This data is from Full USPTO retrosynthesis dataset with 1.9M reactions from patents (1976-2016). The task is: Predict the reactants needed to synthesize the given product. (1) Given the product [CH:9]1([C:14]([C:15](=[CH:1][N:2]([CH3:4])[CH3:3])[C:16]([O:18][CH3:19])=[O:17])=[O:20])[CH2:10][CH2:11][CH2:12][CH2:13]1, predict the reactants needed to synthesize it. The reactants are: [CH3:1][N:2]([CH:4](OC)OC)[CH3:3].[CH:9]1([C:14](=[O:20])[CH2:15][C:16]([O:18][CH3:19])=[O:17])[CH2:13][CH2:12][CH2:11][CH2:10]1. (2) Given the product [OH:44][C@@H:43]([CH2:42][OH:41])[CH2:45][CH2:46][NH:47][C:35]([CH:16]1[CH:15]([C:11]2[CH:12]=[CH:13][CH:14]=[C:9]([Cl:8])[C:10]=2[F:38])[C:19]([C:22]2[CH:27]=[CH:26][C:25]([Cl:28])=[CH:24][C:23]=2[F:29])([C:20]#[N:21])[CH:18]([CH2:30][C:31]([CH3:34])([CH3:32])[CH3:33])[NH:17]1)=[O:37], predict the reactants needed to synthesize it. The reactants are: FC(F)(F)C(O)=O.[Cl:8][C:9]1[C:10]([F:38])=[C:11]([CH:15]2[C:19]([C:22]3[CH:27]=[CH:26][C:25]([Cl:28])=[CH:24][C:23]=3[F:29])([C:20]#[N:21])[CH:18]([CH2:30][C:31]([CH3:34])([CH3:33])[CH3:32])[NH:17][CH:16]2[C:35]([OH:37])=O)[CH:12]=[CH:13][CH:14]=1.CC1(C)[O:44][C@H:43]([CH2:45][CH2:46][NH2:47])[CH2:42][O:41]1.CN(C(ON1N=NC2C=CC=NC1=2)=[N+](C)C)C.F[P-](F)(F)(F)(F)F.CCN(C(C)C)C(C)C.Cl. (3) Given the product [CH2:15]([O:16][C:17]([C:2]1[CH:3]=[CH:4][C:5]([O:8][CH:9]([F:11])[F:10])=[N:6][CH:7]=1)=[CH2:18])[CH2:14][CH2:13][CH3:12], predict the reactants needed to synthesize it. The reactants are: Br[C:2]1[CH:3]=[CH:4][C:5]([O:8][CH:9]([F:11])[F:10])=[N:6][CH:7]=1.[CH3:12][CH2:13][CH2:14][CH2:15][O:16][CH:17]=[CH2:18].C1(P(C2C=CC=CC=2)CCCP(C2C=CC=CC=2)C2C=CC=CC=2)C=CC=CC=1.C(=O)([O-])[O-].[K+].[K+].